This data is from Reaction yield outcomes from USPTO patents with 853,638 reactions. The task is: Predict the reaction yield, written as a fraction of the theoretical maximum amount of product (1.0 means a 100% yield; for example, 0.34 means a 34% yield). (1) The reactants are [Cl:1][C:2]1[CH:7]=[CH:6][C:5](I)=[C:4]([F:9])[CH:3]=1.[NH:10]1[CH2:14][CH2:13][CH2:12][C:11]1=[O:15].[C@@H]1(N)CCCC[C@H]1N.P([O-])([O-])([O-])=O.[K+].[K+].[K+].O1CCOCC1. The catalyst is [Cu]I. The product is [Cl:1][C:2]1[CH:7]=[CH:6][C:5]([N:10]2[CH2:14][CH2:13][CH2:12][C:11]2=[O:15])=[C:4]([F:9])[CH:3]=1. The yield is 1.08. (2) The reactants are [C:1]([O:5][C:6](=[O:20])[C@@H:7]([N:9]1[C:17](=[O:18])[C:16]2[C:11](=[CH:12][CH:13]=[CH:14][CH:15]=2)[C:10]1=[O:19])[CH3:8])([CH3:4])([CH3:3])[CH3:2].[BH4-].[Na+]. The yield is 0.660. The catalyst is C1COCC1.CO. The product is [C:1]([O:5][C:6](=[O:20])[C@@H:7]([N:9]1[C:10](=[O:19])[C:11]2[C:16](=[CH:15][CH:14]=[CH:13][CH:12]=2)[CH:17]1[OH:18])[CH3:8])([CH3:2])([CH3:3])[CH3:4]. (3) The reactants are [OH:1][C:2]1[CH:3]=[C:4]([CH:20]=[CH:21][CH:22]=1)[O:5][C:6]1[CH:15]=[C:14]2[C:9]([CH2:10][CH2:11][CH:12]([C:16]([O:18][CH3:19])=[O:17])[CH2:13]2)=[CH:8][CH:7]=1.C(=O)([O-])[O-].[K+].[K+].Cl.[CH3:30][N:31]([CH3:35])[CH2:32][CH2:33]Cl. The catalyst is CC(C)=O. The product is [CH3:30][N:31]([CH3:35])[CH2:32][CH2:33][O:1][C:2]1[CH:3]=[C:4]([CH:20]=[CH:21][CH:22]=1)[O:5][C:6]1[CH:15]=[C:14]2[C:9]([CH2:10][CH2:11][CH:12]([C:16]([O:18][CH3:19])=[O:17])[CH2:13]2)=[CH:8][CH:7]=1. The yield is 0.800.